This data is from Catalyst prediction with 721,799 reactions and 888 catalyst types from USPTO. The task is: Predict which catalyst facilitates the given reaction. Reactant: [OH:1][C:2]1[CH:7]=[CH:6][CH:5]=[CH:4][C:3]=1[C:8]1[N:13]=[C:12]([CH3:14])[C:11]([CH:15]([CH2:20][CH2:21][CH3:22])[C:16]([O:18]C)=[O:17])=[C:10]([C:23]2[CH:28]=[CH:27][C:26]([CH3:29])=[CH:25][CH:24]=2)[N:9]=1.[OH-].[Na+]. Product: [OH:1][C:2]1[CH:7]=[CH:6][CH:5]=[CH:4][C:3]=1[C:8]1[N:13]=[C:12]([CH3:14])[C:11]([CH:15]([CH2:20][CH2:21][CH3:22])[C:16]([OH:18])=[O:17])=[C:10]([C:23]2[CH:24]=[CH:25][C:26]([CH3:29])=[CH:27][CH:28]=2)[N:9]=1. The catalyst class is: 5.